Dataset: Full USPTO retrosynthesis dataset with 1.9M reactions from patents (1976-2016). Task: Predict the reactants needed to synthesize the given product. (1) The reactants are: FC(F)(F)C(O)=O.[CH2:8]([N:10]([CH2:61][CH3:62])[CH2:11][CH2:12][NH:13][C:14]([C:16]1[CH:21]=[CH:20][C:19]([C:22]2[CH:27]=[CH:26][C:25]([CH2:28][C@H:29]([NH:42][C:43]([C@H:45]3[CH2:50][CH2:49][C@H:48]([CH2:51][NH:52]C(=O)OC(C)(C)C)[CH2:47][CH2:46]3)=[O:44])[C:30]([NH:32][C:33]3[CH:41]=[C:40]4[C:36]([CH:37]=[N:38][NH:39]4)=[CH:35][CH:34]=3)=[O:31])=[CH:24][CH:23]=2)=[C:18]([CH3:60])[CH:17]=1)=[O:15])[CH3:9].[ClH:63]. Given the product [ClH:63].[NH2:52][CH2:51][C@H:48]1[CH2:49][CH2:50][C@H:45]([C:43]([NH:42][C@H:29]([C:30]([NH:32][C:33]2[CH:41]=[C:40]3[C:36]([CH:37]=[N:38][NH:39]3)=[CH:35][CH:34]=2)=[O:31])[CH2:28][C:25]2[CH:26]=[CH:27][C:22]([C:19]3[CH:20]=[CH:21][C:16]([C:14]([NH:13][CH2:12][CH2:11][N:10]([CH2:61][CH3:62])[CH2:8][CH3:9])=[O:15])=[CH:17][C:18]=3[CH3:60])=[CH:23][CH:24]=2)=[O:44])[CH2:46][CH2:47]1, predict the reactants needed to synthesize it. (2) Given the product [OH:14][C@@H:2]([CH2:3][C:4]1[CH:9]=[CH:8][CH:7]=[CH:6][CH:5]=1)[C:10]([OH:12])=[O:11], predict the reactants needed to synthesize it. The reactants are: N[C@H:2]([C:10]([OH:12])=[O:11])[CH2:3][C:4]1[CH:9]=[CH:8][CH:7]=[CH:6][CH:5]=1.S(=O)(=O)(O)[OH:14].N([O-])=O.[Na+]. (3) Given the product [CH3:30][N:16]([CH3:15])[CH2:17]/[CH:18]=[CH:19]\[C:20]1[C:25]([O:26][CH2:27][CH2:28][O:29][C:2]2[C:7]([N:8]3[CH2:13][CH2:12][NH:11][CH2:10][C@H:9]3[CH3:14])=[N:6][CH:5]=[CH:4][N:3]=2)=[CH:24][CH:23]=[CH:22][N:21]=1, predict the reactants needed to synthesize it. The reactants are: Cl[C:2]1[C:7]([N:8]2[CH2:13][CH2:12][NH:11][CH2:10][C@H:9]2[CH3:14])=[N:6][CH:5]=[CH:4][N:3]=1.[CH3:15][N:16]([CH3:30])[CH2:17]/[CH:18]=[CH:19]\[C:20]1[C:25]([O:26][CH2:27][CH2:28][OH:29])=[CH:24][CH:23]=[CH:22][N:21]=1. (4) Given the product [CH2:13]([C:15]1[CH:20]=[CH:19][CH:18]=[C:17]([CH2:21][CH3:22])[C:16]=1[C:2]1[CH:11]=[CH:10][C:9]2[C:8](=[O:12])[CH2:7][CH2:6][CH2:5][C:4]=2[N:3]=1)[CH3:14], predict the reactants needed to synthesize it. The reactants are: Cl[C:2]1[CH:11]=[CH:10][C:9]2[C:8](=[O:12])[CH2:7][CH2:6][CH2:5][C:4]=2[N:3]=1.[CH2:13]([C:15]1[CH:20]=[CH:19][CH:18]=[C:17]([CH2:21][CH3:22])[C:16]=1B(O)O)[CH3:14].C([O-])([O-])=O.[Na+].[Na+]. (5) The reactants are: [CH3:1][CH2:2][CH2:3][CH:4]([NH2:8])[CH2:5][CH2:6][CH3:7].C([O:11][C:12](=O)[C:13]([C:15]1[CH:23]=[CH:22][C:18]2[O:19][CH2:20][O:21][C:17]=2[CH:16]=1)=[O:14])C. Given the product [O:19]1[C:18]2[CH:22]=[CH:23][C:15]([C:13](=[O:14])[C:12]([NH:8][CH:4]([CH2:5][CH2:6][CH3:7])[CH2:3][CH2:2][CH3:1])=[O:11])=[CH:16][C:17]=2[O:21][CH2:20]1, predict the reactants needed to synthesize it. (6) Given the product [CH2:1]([O:8][C:9]1[C:10]2[CH2:11][NH:12][CH2:13][CH2:14][NH:15][CH2:16][CH2:17][NH:18][CH2:19][C:20]([N:23]=2)=[CH:21][CH:22]=1)[C:2]1[CH:3]=[CH:4][CH:5]=[CH:6][CH:7]=1, predict the reactants needed to synthesize it. The reactants are: [CH2:1]([O:8][C:9]1[C:10]2[CH2:11][N:12](S(C3C=CC=CC=3[N+]([O-])=O)(=O)=O)[CH2:13][CH2:14][N:15](S(C3C=CC=CC=3[N+]([O-])=O)(=O)=O)[CH2:16][CH2:17][N:18](S(C3C=CC=CC=3[N+]([O-])=O)(=O)=O)[CH2:19][C:20]([N:23]=2)=[CH:21][CH:22]=1)[C:2]1[CH:7]=[CH:6][CH:5]=[CH:4][CH:3]=1.[Li+].[OH-].C(O)(=O)CS. (7) Given the product [Cl:28][C:23]1[CH:22]=[C:21]([NH:20][C:11]2[C:10]3[C:15](=[CH:16][C:17]([O:18][CH3:19])=[C:8]([NH:7][C:5](=[O:6])[CH:4]=[CH:3][CH2:2][N:31]4[CH2:32][C:33]5([CH2:37][CH2:36][CH2:35][CH2:34]5)[CH2:30]4)[CH:9]=3)[N:14]=[CH:13][N:12]=2)[CH:26]=[CH:25][C:24]=1[F:27], predict the reactants needed to synthesize it. The reactants are: Br[CH2:2]/[CH:3]=[CH:4]/[C:5]([NH:7][C:8]1[CH:9]=[C:10]2[C:15](=[CH:16][C:17]=1[O:18][CH3:19])[N:14]=[CH:13][N:12]=[C:11]2[NH:20][C:21]1[CH:26]=[CH:25][C:24]([F:27])=[C:23]([Cl:28])[CH:22]=1)=[O:6].Cl.[CH2:30]1[C:33]2([CH2:37][CH2:36][CH2:35][CH2:34]2)[CH2:32][NH:31]1.C(=O)([O-])[O-].[K+].[K+].O. (8) Given the product [NH2:28][CH:29]([CH2:33][C:34]([F:37])([F:36])[F:35])[C:30]([NH:2][C@H:3]([C:5]([C@@H:7]1[C:13]2[CH:14]=[CH:15][CH2:16][CH2:17][C:12]=2[CH2:11][CH:10]([NH2:18])[N:9]([CH3:19])[C:8]1=[O:20])=[O:6])[CH3:4])=[O:31], predict the reactants needed to synthesize it. The reactants are: Cl.[NH2:2][C@H:3]([C:5]([C@@H:7]1[C:13]2[CH:14]=[CH:15][CH2:16][CH2:17][C:12]=2[CH2:11][CH:10]([NH2:18])[N:9]([CH3:19])[C:8]1=[O:20])=[O:6])[CH3:4].C([NH:28][CH:29]([CH2:33][C:34]([F:37])([F:36])[F:35])[C:30](O)=[O:31])(OC(C)(C)C)=O.